From a dataset of Reaction yield outcomes from USPTO patents with 853,638 reactions. Predict the reaction yield, written as a fraction of the theoretical maximum amount of product (1.0 means a 100% yield; for example, 0.34 means a 34% yield). (1) The reactants are [Cl-].O[NH3+:3].[C:4](=[O:7])([O-])[OH:5].[Na+].CS(C)=O.[C:13]([O:17][C:18]1[CH:23]=[CH:22][C:21]([N:24]2[C:29](=[O:30])[C:28]([CH2:31][C:32]3[CH:37]=[CH:36][C:35]([C:38]4[C:39]([C:44]#[N:45])=[CH:40][CH:41]=[CH:42][CH:43]=4)=[CH:34][CH:33]=3)=[C:27]([CH2:46][CH2:47][CH3:48])[N:26]=[C:25]2[O:49][CH3:50])=[CH:20][CH:19]=1)([CH3:16])([CH3:15])[CH3:14]. The catalyst is O. The product is [C:13]([O:17][C:18]1[CH:19]=[CH:20][C:21]([N:24]2[C:29](=[O:30])[C:28]([CH2:31][C:32]3[CH:37]=[CH:36][C:35]([C:38]4[CH:43]=[CH:42][CH:41]=[CH:40][C:39]=4[C:44]4[NH:3][C:4](=[O:7])[O:5][N:45]=4)=[CH:34][CH:33]=3)=[C:27]([CH2:46][CH2:47][CH3:48])[N:26]=[C:25]2[O:49][CH3:50])=[CH:22][CH:23]=1)([CH3:16])([CH3:15])[CH3:14]. The yield is 0.260. (2) The reactants are Br[C:2]1[CH:3]=[C:4]([N+:11]([O-:13])=[O:12])[CH:5]=[C:6]2[C:10]=1[NH:9][CH2:8][CH2:7]2.[CH3:14][Sn](C)(C)C.C(Cl)(Cl)Cl. The catalyst is CN(C=O)C.Cl[Pd](Cl)([P](C1C=CC=CC=1)(C1C=CC=CC=1)C1C=CC=CC=1)[P](C1C=CC=CC=1)(C1C=CC=CC=1)C1C=CC=CC=1. The product is [CH3:14][C:2]1[CH:3]=[C:4]([N+:11]([O-:13])=[O:12])[CH:5]=[C:6]2[C:10]=1[NH:9][CH:8]=[CH:7]2. The yield is 0.740. (3) The reactants are [Cl:1][C:2]1[C:3]([C:9]2[N:14]=[C:13]([NH:15][CH2:16][CH:17]3[CH2:22][CH2:21][O:20][CH2:19][CH2:18]3)[C:12]([NH2:23])=[N:11][CH:10]=2)=[CH:4][C:5](F)=[N:6][CH:7]=1.[C@H:24]1([NH2:31])[CH2:29][CH2:28][C@H:27]([NH2:30])[CH2:26][CH2:25]1. The catalyst is CS(C)=O. The product is [NH2:30][C@H:27]1[CH2:28][CH2:29][C@H:24]([NH:31][C:5]2[CH:4]=[C:3]([C:9]3[N:14]=[C:13]([NH:15][CH2:16][CH:17]4[CH2:22][CH2:21][O:20][CH2:19][CH2:18]4)[C:12]([NH2:23])=[N:11][CH:10]=3)[C:2]([Cl:1])=[CH:7][N:6]=2)[CH2:25][CH2:26]1. The yield is 0.499. (4) The reactants are [C:1]1([C:7]2[CH:12]=[C:11]([CH:13]3[CH2:18][CH2:17][S:16](=[O:20])(=[O:19])[CH2:15][CH2:14]3)[CH:10]=[CH:9][C:8]=2[NH:21][C:22]([C:24]2[N:25](COCC[Si](C)(C)C)[CH:26]=[C:27]([C:29]#[N:30])[N:28]=2)=[O:23])[CH2:6][CH2:5][CH2:4][CH2:3][CH:2]=1.CCO.C(O)(C(F)(F)F)=O. The catalyst is C(Cl)Cl. The product is [C:1]1([C:7]2[CH:12]=[C:11]([CH:13]3[CH2:14][CH2:15][S:16](=[O:19])(=[O:20])[CH2:17][CH2:18]3)[CH:10]=[CH:9][C:8]=2[NH:21][C:22]([C:24]2[NH:25][CH:26]=[C:27]([C:29]#[N:30])[N:28]=2)=[O:23])[CH2:6][CH2:5][CH2:4][CH2:3][CH:2]=1. The yield is 0.900. (5) The reactants are [CH3:1][O:2][C:3](=[O:16])[C:4]1[CH:9]=[C:8](I)[C:7]([C:11]([F:14])([F:13])[F:12])=[CH:6][C:5]=1[NH2:15].[CH2:17]([O:20][CH:21]1[CH2:26][CH2:25][CH2:24][CH2:23][O:22]1)[C:18]#[CH:19]. The catalyst is O1CCOCC1.CCN(CC)CC.[Cu](I)I.C1(C=CC=CC=1)[P](C1C=CC=CC=1)(C1C=CC=CC=1)[Pd][P](C1C=CC=CC=1)(C1C=CC=CC=1)C1C=CC=CC=1. The product is [CH3:1][O:2][C:3](=[O:16])[C:4]1[CH:9]=[C:8]([C:19]#[C:18][CH2:17][O:20][CH:21]2[CH2:26][CH2:25][CH2:24][CH2:23][O:22]2)[C:7]([C:11]([F:14])([F:13])[F:12])=[CH:6][C:5]=1[NH2:15]. The yield is 0.720. (6) The reactants are [F-].[K+].C[Si](C)(C)[C:5]([F:8])([F:7])[F:6].[Cl:11][C:12]1[C:17](I)=[CH:16][CH:15]=[C:14]([Cl:19])[N:13]=1.N. The catalyst is CN(C)C=O.[Cu]I.O1CCCC1. The product is [Cl:11][C:12]1[C:17]([C:5]([F:8])([F:7])[F:6])=[CH:16][CH:15]=[C:14]([Cl:19])[N:13]=1. The yield is 0.973. (7) The reactants are [NH2:1][CH:2]1[CH2:7][CH2:6][N:5]([CH2:8][CH2:9][N:10]2[C:19]3[C:14](=[CH:15][CH:16]=[C:17]([F:20])[CH:18]=3)[N:13]=[CH:12][C:11]2=[O:21])[CH2:4][CH2:3]1.[O:22]=[C:23]1[CH2:28][O:27][C:26]2[CH:29]=[CH:30][C:31]([CH:33]=O)=[N:32][C:25]=2[NH:24]1.C(O[BH-](OC(=O)C)OC(=O)C)(=O)C.[Na+]. No catalyst specified. The product is [F:20][C:17]1[CH:18]=[C:19]2[C:14]([N:13]=[CH:12][C:11](=[O:21])[N:10]2[CH2:9][CH2:8][N:5]2[CH2:4][CH2:3][CH:2]([NH:1][CH2:33][C:31]3[CH:30]=[CH:29][C:26]4[O:27][CH2:28][C:23](=[O:22])[NH:24][C:25]=4[N:32]=3)[CH2:7][CH2:6]2)=[CH:15][CH:16]=1. The yield is 0.690. (8) The reactants are C([O:3][C:4](=[O:15])[C:5]#[C:6][C:7]1[CH:12]=[CH:11][C:10]([Cl:13])=[C:9]([F:14])[CH:8]=1)C.FC(F)(F)C(O)=O.CO[CH2:25][N:26]([CH2:32][C:33]1[CH:38]=[CH:37][CH:36]=[CH:35][CH:34]=1)[CH2:27][Si](C)(C)C.[OH-].[Na+]. The catalyst is ClCCl.C(O)C.O. The product is [CH2:32]([N:26]1[CH2:27][C:6]([C:7]2[CH:12]=[CH:11][C:10]([Cl:13])=[C:9]([F:14])[CH:8]=2)=[C:5]([C:4]([OH:3])=[O:15])[CH2:25]1)[C:33]1[CH:38]=[CH:37][CH:36]=[CH:35][CH:34]=1. The yield is 0.670.